Dataset: Catalyst prediction with 721,799 reactions and 888 catalyst types from USPTO. Task: Predict which catalyst facilitates the given reaction. (1) Reactant: [CH3:1]C([O-])(C)C.[K+].[CH:7]([O:10][C:11]1[CH:16]=[CH:15][C:14]([CH:17]2[CH2:22][CH:21]([S:23]([C:26]3[CH:31]=[CH:30][CH:29]=[C:28]([C:32]([F:35])([F:34])[F:33])[CH:27]=3)(=[O:25])=[O:24])[CH2:20][CH2:19][O:18]2)=[CH:13][N:12]=1)([CH3:9])[CH3:8]. Product: [CH:7]([O:10][C:11]1[CH:16]=[CH:15][C:14]([CH:17]2[CH2:22][C:21]([CH3:1])([S:23]([C:26]3[CH:31]=[CH:30][CH:29]=[C:28]([C:32]([F:33])([F:35])[F:34])[CH:27]=3)(=[O:25])=[O:24])[CH2:20][CH2:19][O:18]2)=[CH:13][N:12]=1)([CH3:9])[CH3:8]. The catalyst class is: 1. (2) Reactant: [F:1][C:2]1[CH:20]=[CH:19][CH:18]=[C:17]([F:21])[C:3]=1[CH2:4][N:5]1[C:9]2[CH:10]=[CH:11][CH:12]=[C:13]([CH3:14])[C:8]=2[N:7]=[C:6]1[CH:15]=[O:16].N1C=CC=CC=1.[F:28][C:29]1[CH:47]=[CH:46][CH:45]=[C:44]([F:48])[C:30]=1[CH2:31][N:32]1[C:36]2[CH:37]=[CH:38][CH:39]=[C:40]([CH3:41])[C:35]=2[N:34]=[C:33]1CO. Product: [F:1][C:2]1[CH:20]=[CH:19][CH:18]=[C:17]([F:21])[C:3]=1[CH2:4][N:5]1[C:9]2[CH:10]=[CH:11][CH:12]=[C:13]([CH3:14])[C:8]=2[N:7]=[C:6]1[CH:15]=[O:16].[F:28][C:29]1[CH:47]=[CH:46][CH:45]=[C:44]([F:48])[C:30]=1[CH2:31][N:32]1[C:36]2[CH:37]=[CH:38][CH:39]=[C:40]([CH3:41])[C:35]=2[N:34]=[CH:33]1. The catalyst class is: 59.